From a dataset of Reaction yield outcomes from USPTO patents with 853,638 reactions. Predict the reaction yield, written as a fraction of the theoretical maximum amount of product (1.0 means a 100% yield; for example, 0.34 means a 34% yield). (1) The reactants are [CH2:1]([C:8]1[NH:9][C:10](=[O:15])[CH:11]=[C:12]([CH3:14])[N:13]=1)[C:2]1[CH:7]=[CH:6][CH:5]=[CH:4][CH:3]=1.Br[CH2:17][CH2:18][O:19][C:20]1[CH:27]=[CH:26][C:23]([CH:24]=[O:25])=[CH:22][CH:21]=1.[H-].[Na+]. No catalyst specified. The product is [CH2:1]([C:8]1[N:9]([CH2:17][CH2:18][O:19][C:20]2[CH:27]=[CH:26][C:23]([CH:24]=[O:25])=[CH:22][CH:21]=2)[C:10](=[O:15])[CH:11]=[C:12]([CH3:14])[N:13]=1)[C:2]1[CH:3]=[CH:4][CH:5]=[CH:6][CH:7]=1. The yield is 0.206. (2) The reactants are [C:1]([C:5]1[CH:9]=[C:8]([NH2:10])[N:7]([C:11]2[CH:16]=[CH:15][C:14]([CH3:17])=[CH:13][CH:12]=2)[N:6]=1)([CH3:4])([CH3:3])[CH3:2].[C:18]([O-])(O)=[O:19].[Na+].O=C(Cl)OC(Cl)(Cl)Cl. The catalyst is C(Cl)Cl. The product is [C:1]([C:5]1[CH:9]=[C:8]([N:10]=[C:18]=[O:19])[N:7]([C:11]2[CH:12]=[CH:13][C:14]([CH3:17])=[CH:15][CH:16]=2)[N:6]=1)([CH3:4])([CH3:3])[CH3:2]. The yield is 0.900. (3) The product is [C:35]([N:1]1[CH2:4][CH:3]([CH2:5][CH2:6][N:7]([S:31]([CH3:34])(=[O:33])=[O:32])[C:8]2[C:9]([CH:28]3[CH2:29][CH2:30]3)=[CH:10][C:11]3[C:15]([CH:16]=2)=[N:14][N:13]([C:17]2[CH:18]=[CH:19][C:20]([Cl:23])=[CH:21][CH:22]=2)[C:12]=3[C:24]([NH:26][CH3:27])=[O:25])[CH2:2]1)(=[O:37])[CH3:36]. The yield is 0.200. The reactants are [NH:1]1[CH2:4][CH:3]([CH2:5][CH2:6][N:7]([S:31]([CH3:34])(=[O:33])=[O:32])[C:8]2[C:9]([CH:28]3[CH2:30][CH2:29]3)=[CH:10][C:11]3[C:15]([CH:16]=2)=[N:14][N:13]([C:17]2[CH:22]=[CH:21][C:20]([Cl:23])=[CH:19][CH:18]=2)[C:12]=3[C:24]([NH:26][CH3:27])=[O:25])[CH2:2]1.[C:35](OC(=O)C)(=[O:37])[CH3:36].N1C=CC=CC=1. The catalyst is C(Cl)Cl. (4) The reactants are [F:1][C:2]1[CH:17]=[C:16]([CH:18]=O)[CH:15]=[CH:14][C:3]=1[O:4][C:5]1[N:6]=[CH:7][C:8]([C:11]([NH2:13])=[O:12])=[N:9][CH:10]=1.[CH2:20]([NH2:26])[CH2:21][CH2:22][CH2:23][CH2:24][CH3:25].[BH4-].[Na+]. The catalyst is CO. The product is [F:1][C:2]1[CH:17]=[C:16]([CH2:18][NH:26][CH2:20][CH2:21][CH2:22][CH2:23][CH2:24][CH3:25])[CH:15]=[CH:14][C:3]=1[O:4][C:5]1[N:6]=[CH:7][C:8]([C:11]([NH2:13])=[O:12])=[N:9][CH:10]=1. The yield is 0.620. (5) The reactants are [Si:1]([NH:8][C:9]1[N:10]=[C:11]([Cl:18])[C:12]2[CH:17]=[CH:16][NH:15][C:13]=2[N:14]=1)([C:4]([CH3:7])([CH3:6])[CH3:5])([CH3:3])[CH3:2].I[CH:20]([CH3:22])[CH3:21].C([O-])([O-])=O.[K+].[K+].O. The catalyst is CN(C=O)C. The product is [Si:1]([NH:8][C:9]1[N:10]=[C:11]([Cl:18])[C:12]2[CH:17]=[CH:16][N:15]([CH:20]([CH3:22])[CH3:21])[C:13]=2[N:14]=1)([C:4]([CH3:7])([CH3:5])[CH3:6])([CH3:3])[CH3:2]. The yield is 1.00. (6) The reactants are [O:1]1[CH2:6][CH2:5][N:4]([C:7]2[N:12]=[CH:11][C:10]([C:13]3[CH:14]=[C:15]([CH:34]=[CH:35][CH:36]=3)[CH2:16][O:17][C:18]3[CH:23]=[CH:22][C:21]([C:24]4([CH2:28][C:29]([O:31]CC)=[O:30])[CH2:27][O:26][CH2:25]4)=[CH:20][CH:19]=3)=[CH:9][N:8]=2)[CH2:3][CH2:2]1. The catalyst is C1COCC1.CO.O.[OH-].[Li+]. The product is [O:1]1[CH2:6][CH2:5][N:4]([C:7]2[N:8]=[CH:9][C:10]([C:13]3[CH:14]=[C:15]([CH:34]=[CH:35][CH:36]=3)[CH2:16][O:17][C:18]3[CH:23]=[CH:22][C:21]([C:24]4([CH2:28][C:29]([OH:31])=[O:30])[CH2:27][O:26][CH2:25]4)=[CH:20][CH:19]=3)=[CH:11][N:12]=2)[CH2:3][CH2:2]1. The yield is 0.830. (7) The catalyst is C(#N)C. The product is [Br:1][C:2]1[CH:7]=[CH:6][C:5]([C@@H:8]([N:10]2[CH2:15][CH2:14][C@:13]([CH2:22][CH2:23][N:37]3[CH2:38][CH2:39][CH2:40][S:36]3(=[O:42])=[O:41])([C:16]3[CH:21]=[CH:20][CH:19]=[CH:18][CH:17]=3)[O:12][C:11]2=[O:29])[CH3:9])=[CH:4][CH:3]=1. The yield is 0.0100. The reactants are [Br:1][C:2]1[CH:7]=[CH:6][C:5]([C@@H:8]([N:10]2[CH2:15][CH2:14][C@@:13]([CH2:22][CH2:23]CS([O-])(=O)=O)([C:16]3[CH:21]=[CH:20][CH:19]=[CH:18][CH:17]=3)[O:12][C:11]2=[O:29])[CH3:9])=[CH:4][CH:3]=1.C([O-])([O-])=O.[K+].[K+].[S:36]1(=[O:42])(=[O:41])[CH2:40][CH2:39][CH2:38][NH:37]1. (8) The reactants are Br[C:2]1[CH:3]=[C:4]([NH:10][C:11]2[CH:16]=[CH:15][C:14]([CH:17]3[CH2:20][N:19]([CH3:21])[CH2:18]3)=[CH:13][N:12]=2)[C:5](=[O:9])[N:6]([CH3:8])[CH:7]=1.[C:22]([O:25][CH2:26][C:27]1[C:32]([N:33]2[CH2:44][CH2:43][N:42]3[C:35](=[CH:36][C:37]4[CH2:38][C:39]([CH3:46])([CH3:45])[CH2:40][C:41]=43)[C:34]2=[O:47])=[CH:31][C:30]([F:48])=[CH:29][C:28]=1B1OC(C)(C)C(C)(C)O1)(=[O:24])[CH3:23].COCCOC.C(=O)([O-])[O-].[Na+].[Na+]. The catalyst is C1C=CC([P]([Pd]([P](C2C=CC=CC=2)(C2C=CC=CC=2)C2C=CC=CC=2)([P](C2C=CC=CC=2)(C2C=CC=CC=2)C2C=CC=CC=2)[P](C2C=CC=CC=2)(C2C=CC=CC=2)C2C=CC=CC=2)(C2C=CC=CC=2)C2C=CC=CC=2)=CC=1.CO.O.C(OCC)(=O)C. The product is [F:48][C:30]1[CH:29]=[C:28]([C:2]2[CH:3]=[C:4]([NH:10][C:11]3[CH:16]=[CH:15][C:14]([CH:17]4[CH2:20][N:19]([CH3:21])[CH2:18]4)=[CH:13][N:12]=3)[C:5](=[O:9])[N:6]([CH3:8])[CH:7]=2)[C:27]([CH2:26][O:25][C:22](=[O:24])[CH3:23])=[C:32]([N:33]2[CH2:44][CH2:43][N:42]3[C:35](=[CH:36][C:37]4[CH2:38][C:39]([CH3:45])([CH3:46])[CH2:40][C:41]=43)[C:34]2=[O:47])[CH:31]=1. The yield is 0.300. (9) The reactants are [CH2:1]([C:5]1[N:6]([CH2:15][C:16]2[CH:21]=[CH:20][C:19]([C:22]3[C:23]([C:28]#[N:29])=[CH:24][CH:25]=[CH:26][CH:27]=3)=[CH:18][CH:17]=2)[C:7](=[O:14])[CH:8]=[C:9]([CH:11]2[CH2:13][CH2:12]2)[N:10]=1)[CH2:2][CH2:3][CH3:4].[Br:30]Br. The catalyst is C(O)(=O)C.C(OCC)(=O)C. The product is [Br:30][C:8]1[C:7](=[O:14])[N:6]([CH2:15][C:16]2[CH:17]=[CH:18][C:19]([C:22]3[C:23]([C:28]#[N:29])=[CH:24][CH:25]=[CH:26][CH:27]=3)=[CH:20][CH:21]=2)[C:5]([CH2:1][CH2:2][CH2:3][CH3:4])=[N:10][C:9]=1[CH:11]1[CH2:13][CH2:12]1. The yield is 0.800. (10) The reactants are Cl.[CH3:2][C:3]1[C:7]([CH2:8][CH2:9][N:10]2[CH2:15][CH2:14][NH:13][CH2:12][CH2:11]2)=[C:6]([CH3:16])[O:5][N:4]=1.C([O-])([O-])=O.[K+].[K+].Br[CH2:24][C:25]([O:27][CH3:28])=[O:26].O. The catalyst is CN(C=O)C. The product is [CH3:2][C:3]1[C:7]([CH2:8][CH2:9][N:10]2[CH2:11][CH2:12][N:13]([CH2:24][C:25]([O:27][CH3:28])=[O:26])[CH2:14][CH2:15]2)=[C:6]([CH3:16])[O:5][N:4]=1. The yield is 0.600.